Dataset: Catalyst prediction with 721,799 reactions and 888 catalyst types from USPTO. Task: Predict which catalyst facilitates the given reaction. (1) Reactant: [CH3:1][O:2][C:3]1[N:8]=[C:7]([C:9]2[CH:14]=[CH:13][CH:12]=[CH:11][CH:10]=2)[N:6]=[C:5]([N:15]([CH3:34])[C:16]2[CH:21]=[CH:20][N:19]=[C:18]([NH:22][C@@H:23]([CH3:33])[CH2:24][C:25]3[CH:26]=[C:27]([CH:30]=[CH:31][CH:32]=3)[C:28]#[N:29])[N:17]=2)[N:4]=1.N. Product: [NH2:29][CH2:28][C:27]1[CH:26]=[C:25]([CH2:24][C@@H:23]([NH:22][C:18]2[N:17]=[C:16]([N:15]([C:5]3[N:4]=[C:3]([O:2][CH3:1])[N:8]=[C:7]([C:9]4[CH:14]=[CH:13][CH:12]=[CH:11][CH:10]=4)[N:6]=3)[CH3:34])[CH:21]=[CH:20][N:19]=2)[CH3:33])[CH:32]=[CH:31][CH:30]=1. The catalyst class is: 94. (2) Reactant: C([N:8]1[CH2:12][C:11]([F:14])([F:13])[CH:10]([OH:15])[CH2:9]1)C1C=CC=CC=1.[CH3:28][C:27]([O:26][C:24](O[C:24]([O:26][C:27]([CH3:30])([CH3:29])[CH3:28])=[O:25])=[O:25])([CH3:30])[CH3:29]. Product: [F:13][C:11]1([F:14])[CH:10]([OH:15])[CH2:9][N:8]([C:24]([O:26][C:27]([CH3:28])([CH3:29])[CH3:30])=[O:25])[CH2:12]1. The catalyst class is: 8. (3) Reactant: [C:1]([C:3]1[S:4][C:5]2[CH:11]=[C:10]([OH:12])[CH:9]=[CH:8][C:6]=2[N:7]=1)#[N:2].C(=O)([O-])[O-].[K+].[K+].[Br:19][CH2:20][C:21]1[CH:26]=[CH:25][CH:24]=[C:23]([CH2:27]Br)[CH:22]=1. Product: [C:1]([C:3]1[S:4][C:5]2[CH:11]=[C:10]([O:12][CH2:27][C:23]3[CH:24]=[CH:25][CH:26]=[C:21]([CH2:20][Br:19])[CH:22]=3)[CH:9]=[CH:8][C:6]=2[N:7]=1)#[N:2]. The catalyst class is: 21.